From a dataset of Forward reaction prediction with 1.9M reactions from USPTO patents (1976-2016). Predict the product of the given reaction. Given the reactants [C:1]12[CH2:13][CH2:12][CH2:11][CH2:10][C:9]=1[S:8][C:7]1[N:6]=[CH:5][N:4]=[C:3]([OH:14])[C:2]2=1.C(C1C(=O)C(Cl)=C(Cl)C(=O)C=1C#N)#N, predict the reaction product. The product is: [C:1]12[CH:13]=[CH:12][CH:11]=[CH:10][C:9]=1[S:8][C:7]1[N:6]=[CH:5][N:4]=[C:3]([OH:14])[C:2]2=1.